Dataset: Reaction yield outcomes from USPTO patents with 853,638 reactions. Task: Predict the reaction yield, written as a fraction of the theoretical maximum amount of product (1.0 means a 100% yield; for example, 0.34 means a 34% yield). (1) The reactants are [CH3:1][O:2][CH2:3][CH2:4][O:5][C:6]1[CH:7]=[C:8]2[C:20]([NH:21][C:22]3[CH:23]=[CH:24][CH:25]=[C:26]([C:28]#[CH:29])[CH:27]=3)=[N:19][CH:18]=[N:17][C:9]2=[CH:10][C:11]=1[O:12][CH2:13][CH2:14][O:15][CH3:16].Cl.O.[OH-].[Na+]. The yield is 0.00100. The product is [CH3:1][O:2][CH2:3][CH2:4][O:5][C:6]1[CH:7]=[C:8]2[C:20]([NH:21][C:22]3[CH:23]=[CH:24][CH:25]=[C:26]([C:28]#[CH:29])[CH:27]=3)=[N:19][CH:18]=[N:17][C:9]2=[CH:10][C:11]=1[O:12][CH2:13][CH2:14][O:15][CH3:16]. The catalyst is C(OCC)(=O)C. (2) The reactants are [C:1]([NH:4][C:5]1[CH:10]=[CH:9][C:8]([CH:11](O)[CH2:12][C:13]([O:15][CH2:16][CH3:17])=[O:14])=[CH:7][CH:6]=1)(=[O:3])[CH3:2].C(N(CC)CC)C.CS(Cl)(=O)=O.C1CCN2C(=NCCC2)CC1. The catalyst is C(OCC)(=O)C. The product is [C:1]([NH:4][C:5]1[CH:10]=[CH:9][C:8]([CH:11]=[CH:12][C:13]([O:15][CH2:16][CH3:17])=[O:14])=[CH:7][CH:6]=1)(=[O:3])[CH3:2]. The yield is 0.770. (3) The reactants are [C:1]([C:3]1[CH:8]=[C:7]([O:9][CH2:10][CH:11]2[CH2:16][CH2:15][N:14]([CH2:17][C:18]([F:21])([CH3:20])[CH3:19])[CH2:13][CH2:12]2)[CH:6]=[CH:5][C:4]=1[C:22]1[CH:27]=[CH:26][C:25](C(O)=O)=[C:24]([F:31])C=1)#[N:2].[NH:32]1[CH2:39][CH2:38][CH2:37][C@H:33]1[C:34]([NH2:36])=[O:35].C1C=CC2N([OH:49])N=NC=2C=1.[CH2:50](Cl)[CH2:51]Cl.CCN(C(C)C)C(C)C. The catalyst is C(Cl)Cl. The product is [C:1]([C:3]1[CH:8]=[C:7]([O:9][CH2:10][CH:11]2[CH2:16][CH2:15][N:14]([CH2:17][C:18]([F:21])([CH3:20])[CH3:19])[CH2:13][CH2:12]2)[CH:6]=[CH:5][C:4]=1[C:22]1[C:50]([C:51]([N:32]2[CH2:39][CH2:38][CH2:37][C@H:33]2[C:34]([NH2:36])=[O:35])=[O:49])=[C:24]([F:31])[CH:25]=[CH:26][CH:27]=1)#[N:2]. The yield is 0.920. (4) The yield is 0.200. The catalyst is C1COCC1. The product is [C:12]([CH2:11][CH:7]([NH:6][C:2]([O:4][CH3:5])=[O:3])[C:8]([OH:10])=[O:9])#[N:13]. The reactants are Cl[C:2]([O:4][CH3:5])=[O:3].[NH2:6][CH:7]([CH2:11][C:12]#[N:13])[C:8]([OH:10])=[O:9].[OH-].[Na+].Cl. (5) The reactants are [I:1]N1C(=O)CCC1=O.[Cl:9][C:10]1[CH:17]=[C:14]([CH:15]=[O:16])[C:13]([OH:18])=[CH:12][CH:11]=1. The catalyst is CN(C)C=O.C(OCC)(=O)C. The product is [I:1][C:12]1[CH:11]=[C:10]([Cl:9])[CH:17]=[C:14]([CH:15]=[O:16])[C:13]=1[OH:18]. The yield is 0.900. (6) The reactants are [NH2:1][C:2]1[CH:7]=[C:6]([CH3:8])[C:5]([Cl:9])=[CH:4][C:3]=1[NH:10][CH2:11][CH2:12][CH2:13][CH2:14][CH2:15][CH2:16][C:17]([O:19][CH2:20][CH3:21])=[O:18].[NH:22]1[C:30](=[O:31])[C:28](=O)[C:26](=O)[NH:25][C:23]1=[O:24].[B]=O. The catalyst is C(O)(=O)C. The product is [Cl:9][C:5]1[C:6]([CH3:8])=[CH:7][C:2]2[N:1]=[C:28]3[C:26]([N:10]([CH2:11][CH2:12][CH2:13][CH2:14][CH2:15][CH2:16][C:17]([O:19][CH2:20][CH3:21])=[O:18])[C:3]=2[CH:4]=1)=[N:25][C:23](=[O:24])[NH:22][C:30]3=[O:31]. The yield is 0.430. (7) The reactants are [NH2:1][C:2]1[C:10]2[C:5](=[N:6][C:7]([N:15]3[CH2:20][CH2:19][CH:18]([NH:21][CH2:22][CH:23]([C:25]4[CH:30]=[CH:29][C:28](Br)=[CH:27][N:26]=4)[OH:24])[CH2:17][CH2:16]3)=[CH:8][C:9]=2[C:11]([F:14])([F:13])[F:12])[S:4][C:3]=1[C:32]([NH2:34])=[O:33].[CH3:35][S:36]([C:39]1[CH:40]=[C:41](B(O)O)[CH:42]=[CH:43][CH:44]=1)(=[O:38])=[O:37].C(=O)([O-])[O-].[K+].[K+]. The catalyst is CN(C=O)C.O.C1C=CC([P]([Pd]([P](C2C=CC=CC=2)(C2C=CC=CC=2)C2C=CC=CC=2)([P](C2C=CC=CC=2)(C2C=CC=CC=2)C2C=CC=CC=2)[P](C2C=CC=CC=2)(C2C=CC=CC=2)C2C=CC=CC=2)(C2C=CC=CC=2)C2C=CC=CC=2)=CC=1. The product is [NH2:1][C:2]1[C:10]2[C:5](=[N:6][C:7]([N:15]3[CH2:20][CH2:19][CH:18]([NH:21][CH2:22][CH:23]([OH:24])[C:25]4[CH:30]=[CH:29][C:28]([C:43]5[CH:42]=[CH:41][CH:40]=[C:39]([S:36]([CH3:35])(=[O:38])=[O:37])[CH:44]=5)=[CH:27][N:26]=4)[CH2:17][CH2:16]3)=[CH:8][C:9]=2[C:11]([F:14])([F:13])[F:12])[S:4][C:3]=1[C:32]([NH2:34])=[O:33]. The yield is 0.423. (8) The reactants are FC(F)(F)C(O)=O.C(OC([N:15]1[CH2:22][CH:21]2[CH2:23][CH:17]([CH2:18][N:19]([CH2:24][C:25]3[CH:30]=[CH:29][CH:28]=[CH:27][CH:26]=3)[CH2:20]2)[CH2:16]1)=O)(C)(C)C.C([O-])([O-])=O.[Na+].[Na+]. The catalyst is C(Cl)Cl. The product is [CH2:24]([N:19]1[CH2:18][CH:17]2[CH2:23][CH:21]([CH2:22][NH:15][CH2:16]2)[CH2:20]1)[C:25]1[CH:30]=[CH:29][CH:28]=[CH:27][CH:26]=1. The yield is 0.900. (9) The reactants are [C:1]([O:5][C:6]([N:8]1[CH2:13][CH:12]=[CH:11][CH:10]([OH:14])[CH2:9]1)=[O:7])([CH3:4])([CH3:3])[CH3:2].[Cr](Cl)([O-])(=O)=O.[NH+]1C=CC=CC=1. The catalyst is ClCCl. The product is [C:1]([O:5][C:6]([N:8]1[CH2:13][CH:12]=[CH:11][C:10](=[O:14])[CH2:9]1)=[O:7])([CH3:4])([CH3:2])[CH3:3]. The yield is 0.610. (10) The reactants are [F:1][C:2]1[CH:7]=[C:6](SC)[CH:5]=[C:4]([F:10])[C:3]=1[C:11]1[N:16]=[C:15]([C:17]([O:19][CH3:20])=[O:18])[CH:14]=[CH:13][C:12]=1[F:21].[CH:22]1C=C(Cl)C=C(C(OO)=O)C=1.[O-:33][S:34]([O-:37])(=S)=O.[Na+].[Na+].[OH-].[Na+]. The catalyst is C(Cl)Cl. The product is [F:1][C:2]1[CH:7]=[C:6]([S:34]([CH3:22])(=[O:37])=[O:33])[CH:5]=[C:4]([F:10])[C:3]=1[C:11]1[N:16]=[C:15]([C:17]([O:19][CH3:20])=[O:18])[CH:14]=[CH:13][C:12]=1[F:21]. The yield is 0.870.